Dataset: Reaction yield outcomes from USPTO patents with 853,638 reactions. Task: Predict the reaction yield, written as a fraction of the theoretical maximum amount of product (1.0 means a 100% yield; for example, 0.34 means a 34% yield). (1) The reactants are [CH:1]1([NH:7][CH2:8][CH:9]([C:11]2[CH:16]=[C:15]([F:17])[CH:14]=[CH:13][C:12]=2[F:18])[NH2:10])[CH2:6][CH2:5][CH2:4][CH2:3][CH2:2]1.[C:19]([O:23][C:24](=[O:37])[NH:25][CH2:26][CH2:27][CH:28]([N:30]1[CH2:35][CH2:34][C:33](=O)[CH2:32][CH2:31]1)[CH3:29])([CH3:22])([CH3:21])[CH3:20]. No catalyst specified. The product is [C:19]([O:23][C:24](=[O:37])[NH:25][CH2:26][CH2:27][CH:28]([N:30]1[CH2:35][CH2:34][CH:33]([NH:10][CH:9]([C:11]2[CH:16]=[C:15]([F:17])[CH:14]=[CH:13][C:12]=2[F:18])[CH2:8][NH:7][CH:1]2[CH2:2][CH2:3][CH2:4][CH2:5][CH2:6]2)[CH2:32][CH2:31]1)[CH3:29])([CH3:20])([CH3:21])[CH3:22]. The yield is 0.890. (2) The product is [CH3:22][O:18][C@H:17]1[C:11]2[S:10][C:9]([C:6]3[CH:5]=[CH:4][C:3]([N:2]([CH3:19])[CH3:1])=[CH:8][CH:7]=3)=[N:13][C:12]=2[CH2:14][CH2:15][CH2:16]1. The reactants are [CH3:1][N:2]([CH3:19])[C:3]1[CH:8]=[CH:7][C:6]([C:9]2[S:10][C:11]3[C@H:17]([OH:18])[CH2:16][CH2:15][CH2:14][C:12]=3[N:13]=2)=[CH:5][CH:4]=1.[H-].[Na+].[CH3:22]I. The catalyst is C1COCC1. The yield is 0.790. (3) The reactants are [CH:1]1([C:5]2[CH:6]=[N:7][CH:8]=[CH:9][C:10]=2[O:11][CH2:12][C:13]([F:16])([F:15])[F:14])[CH2:4][CH2:3][CH2:2]1.ClC1C=C(C=CC=1)C(OO)=[O:22]. The product is [CH:1]1([C:5]2[CH:6]=[N+:7]([O-:22])[CH:8]=[CH:9][C:10]=2[O:11][CH2:12][C:13]([F:16])([F:14])[F:15])[CH2:2][CH2:3][CH2:4]1. The catalyst is ClCCl. The yield is 0.820. (4) The reactants are [CH3:1][C:2]1[N:7]=[CH:6][C:5]([CH:8]=[O:9])=[CH:4][N:3]=1.C1N2CCN(CC2)C1.[C:18]([O:22][CH3:23])(=[O:21])[CH:19]=[CH2:20]. The catalyst is O1CCOCC1.O.[Cl-].[Na+].O. The product is [CH3:23][O:22][C:18](=[O:21])[C:19]([CH:8]([OH:9])[C:5]1[CH:4]=[N:3][C:2]([CH3:1])=[N:7][CH:6]=1)=[CH2:20]. The yield is 0.834. (5) The reactants are [CH3:1][C:2]1([CH3:22])[CH2:10][C:9]2[NH:8][N:7]=[C:6]([C:11]3[NH:12][C:13]4[C:18]([CH:19]=3)=[CH:17][CH:16]=[C:15]([NH:20][CH3:21])[CH:14]=4)[C:5]=2[CH2:4][CH2:3]1.[O:23]=[C:24]1[CH2:29][O:28][CH2:27][CH2:26][N:25]1[CH2:30][C:31]([OH:33])=O.Cl.C(N=C=NCCCN(C)C)C. The catalyst is N1C=CC=CC=1. The product is [CH3:1][C:2]1([CH3:22])[CH2:10][C:9]2[NH:8][N:7]=[C:6]([C:11]3[NH:12][C:13]4[C:18]([CH:19]=3)=[CH:17][CH:16]=[C:15]([N:20]([CH3:21])[C:31](=[O:33])[CH2:30][N:25]3[CH2:26][CH2:27][O:28][CH2:29][C:24]3=[O:23])[CH:14]=4)[C:5]=2[CH2:4][CH2:3]1. The yield is 0.670.